This data is from Full USPTO retrosynthesis dataset with 1.9M reactions from patents (1976-2016). The task is: Predict the reactants needed to synthesize the given product. (1) Given the product [F:1][C:2]1[C:7]2[N:8]=[N:9][N:10]([CH2:13][C:14]([NH:26][C@H:24]([C:21]3[CH:22]=[CH:23][C:18]([CH3:27])=[CH:19][CH:20]=3)[CH3:25])=[O:16])[C:11](=[O:12])[C:6]=2[CH:5]=[C:4]([CH3:17])[CH:3]=1, predict the reactants needed to synthesize it. The reactants are: [F:1][C:2]1[C:7]2[N:8]=[N:9][N:10]([CH2:13][C:14]([OH:16])=O)[C:11](=[O:12])[C:6]=2[CH:5]=[C:4]([CH3:17])[CH:3]=1.[C:18]1([CH3:27])[CH:23]=[CH:22][C:21]([C@@H:24]([NH2:26])[CH3:25])=[CH:20][CH:19]=1. (2) Given the product [Br:1][C:2]1[CH:3]=[CH:4][C:5]([CH2:8][C:9]([NH:18][CH3:16])=[O:11])=[N:6][CH:7]=1, predict the reactants needed to synthesize it. The reactants are: [Br:1][C:2]1[CH:3]=[CH:4][C:5]([CH2:8][C:9]([OH:11])=O)=[N:6][CH:7]=1.C1C=CC2N(O)N=[N:18][C:16]=2C=1.CCN=C=NCCCN(C)C.Cl.CN. (3) Given the product [CH:13]([C:16]1[CH:17]=[CH:18][C:19]([N:22]([CH2:30][C:31]([F:32])([F:33])[F:34])[C:23]2[CH:28]=[CH:27][C:26]([O:29][C:2]3[N:3]=[C:4]([OH:12])[C:5]4[CH:11]=[CH:10][N:9]=[CH:8][C:6]=4[N:7]=3)=[CH:25][CH:24]=2)=[CH:20][CH:21]=1)([CH3:15])[CH3:14], predict the reactants needed to synthesize it. The reactants are: Cl[C:2]1[N:3]=[C:4]([OH:12])[C:5]2[CH:11]=[CH:10][N:9]=[CH:8][C:6]=2[N:7]=1.[CH:13]([C:16]1[CH:21]=[CH:20][C:19]([N:22]([CH2:30][C:31]([F:34])([F:33])[F:32])[C:23]2[CH:28]=[CH:27][C:26]([OH:29])=[CH:25][CH:24]=2)=[CH:18][CH:17]=1)([CH3:15])[CH3:14]. (4) Given the product [Cl:1][C:2]1[C:7]([C:8]2[CH:9]=[CH:10][C:11]([Cl:14])=[CH:12][CH:13]=2)=[CH:6][C:5]2[NH:15][C:27]([C:26]([F:30])([F:31])[C:25]([F:32])([F:33])[C:24]([F:35])([F:34])[F:23])=[N:16][C:4]=2[CH:3]=1, predict the reactants needed to synthesize it. The reactants are: [Cl:1][C:2]1[CH:3]=[C:4]([NH2:16])[C:5]([NH2:15])=[CH:6][C:7]=1[C:8]1[CH:13]=[CH:12][C:11]([Cl:14])=[CH:10][CH:9]=1.O.C(=O)(O)[O-].[Na+].[F:23][C:24]([F:35])([F:34])[C:25]([F:33])([F:32])[C:26]([F:31])([F:30])[C:27](O)=O. (5) Given the product [CH2:11]([C:13]1[CH:14]=[CH:15][C:16]([C:19](=[O:21])[CH2:20][C:22](=[O:27])[C:23]([O:25][CH3:26])=[O:24])=[N:17][CH:18]=1)[CH3:12], predict the reactants needed to synthesize it. The reactants are: C[Si]([N-][Si](C)(C)C)(C)C.[Li+].[CH2:11]([C:13]1[CH:14]=[CH:15][C:16]([C:19](=[O:21])[CH3:20])=[N:17][CH:18]=1)[CH3:12].[C:22](OC)(=[O:27])[C:23]([O:25][CH3:26])=[O:24].C(OCC)C. (6) Given the product [CH3:14][C:15]1[C:19]([C:20](=[O:22])[CH3:21])=[C:18]([C:23]2[CH:28]=[CH:27][CH:26]=[CH:25][CH:24]=2)[O:17][N:16]=1, predict the reactants needed to synthesize it. The reactants are: ClCCl.C(Cl)(=O)C(Cl)=O.CS(C)=O.[CH3:14][C:15]1[C:19]([CH:20]([OH:22])[CH3:21])=[C:18]([C:23]2[CH:28]=[CH:27][CH:26]=[CH:25][CH:24]=2)[O:17][N:16]=1. (7) Given the product [Cl:1][C:2]1[N:9]=[CH:8][C:7]([F:11])=[CH:6][C:3]=1[C:4]#[N:5], predict the reactants needed to synthesize it. The reactants are: [Cl:1][C:2]1[N:9]=[C:8](Cl)[C:7]([F:11])=[CH:6][C:3]=1[C:4]#[N:5].C(O)(=O)C. (8) Given the product [O:13]=[S:8]1(=[O:14])[N:7]([C:1]2[CH:2]=[CH:3][CH:4]=[CH:5][CH:6]=2)[CH2:12][CH2:11][CH2:10][N:9]1[CH2:22][C:23]([O:25][CH2:26][CH3:27])=[O:24], predict the reactants needed to synthesize it. The reactants are: [C:1]1([N:7]2[CH2:12][CH2:11][CH2:10][NH:9][S:8]2(=[O:14])=[O:13])[CH:6]=[CH:5][CH:4]=[CH:3][CH:2]=1.C([O-])([O-])=O.[K+].[K+].Br[CH2:22][C:23]([O:25][CH2:26][CH3:27])=[O:24].